From a dataset of Catalyst prediction with 721,799 reactions and 888 catalyst types from USPTO. Predict which catalyst facilitates the given reaction. (1) Reactant: Cl[C:2]1[N:7]=[C:6]([CH3:8])[C:5]([N+:9]([O-:11])=[O:10])=[CH:4][CH:3]=1.[NH2:12][C:13]([CH3:17])([CH3:16])[CH2:14][OH:15].CCOC(C)=O.O. Product: [CH3:16][C:13]([NH:12][C:2]1[CH:3]=[CH:4][C:5]([N+:9]([O-:11])=[O:10])=[C:6]([CH3:8])[N:7]=1)([CH3:17])[CH2:14][OH:15]. The catalyst class is: 709. (2) The catalyst class is: 3. Reactant: F[P-](F)(F)(F)(F)F.N1(O[P+](N(C)C)(N(C)C)N(C)C)C2C=CC=CC=2N=N1.[Cl:28][C:29]1[CH:30]=[CH:31][C:32]2[O:36][C:35](=[O:37])[N:34]([CH2:38][C:39]([OH:41])=O)[C:33]=2[CH:42]=1.[C:43]1([C:59]2[CH:64]=[CH:63][CH:62]=[CH:61][CH:60]=2)[CH:48]=[CH:47][C:46]([C:49]([NH:57][CH3:58])([CH3:56])[CH2:50][N:51]2[CH2:55][CH2:54][CH2:53][CH2:52]2)=[CH:45][CH:44]=1.CCN(CC)CC. Product: [C:43]1([C:59]2[CH:60]=[CH:61][CH:62]=[CH:63][CH:64]=2)[CH:48]=[CH:47][C:46]([C:49]([N:57]([CH3:58])[C:39](=[O:41])[CH2:38][N:34]2[C:33]3[CH:42]=[C:29]([Cl:28])[CH:30]=[CH:31][C:32]=3[O:36][C:35]2=[O:37])([CH3:56])[CH2:50][N:51]2[CH2:55][CH2:54][CH2:53][CH2:52]2)=[CH:45][CH:44]=1. (3) Reactant: [P:1]([OH:39])([OH:38])([O:3][CH2:4][N:5]1[C:9]2=[N:10][CH:11]=[C:12]([C:14]3[CH:19]=[CH:18][C:17]([Cl:20])=[CH:16][CH:15]=3)[CH:13]=[C:8]2[C:7]([C:21](=[O:37])[C:22]2[C:27]([F:28])=[CH:26][CH:25]=[C:24]([NH:29][S:30]([CH2:33][CH2:34][CH3:35])(=[O:32])=[O:31])[C:23]=2[F:36])=[CH:6]1)=[O:2].[OH-].[Na+:41]. Product: [P:1]([O-:38])([O-:39])([O:3][CH2:4][N:5]1[C:9]2=[N:10][CH:11]=[C:12]([C:14]3[CH:19]=[CH:18][C:17]([Cl:20])=[CH:16][CH:15]=3)[CH:13]=[C:8]2[C:7]([C:21](=[O:37])[C:22]2[C:27]([F:28])=[CH:26][CH:25]=[C:24]([NH:29][S:30]([CH2:33][CH2:34][CH3:35])(=[O:32])=[O:31])[C:23]=2[F:36])=[CH:6]1)=[O:2].[Na+:41].[Na+:41]. The catalyst class is: 20. (4) Reactant: [C:1]([O:4][C:5]1[C:6]([C:15]([OH:17])=O)=[CH:7][C:8]2[C:13]([CH:14]=1)=[CH:12][CH:11]=[CH:10][CH:9]=2)(=[O:3])[CH3:2].C(OCC)(=O)C.C(Cl)(=O)C([Cl:27])=O. Product: [C:1]([O:4][C:5]1[C:6]([C:15]([Cl:27])=[O:17])=[CH:7][C:8]2[C:13]([CH:14]=1)=[CH:12][CH:11]=[CH:10][CH:9]=2)(=[O:3])[CH3:2]. The catalyst class is: 3.